Dataset: Full USPTO retrosynthesis dataset with 1.9M reactions from patents (1976-2016). Task: Predict the reactants needed to synthesize the given product. (1) Given the product [C:44]1([CH2:50][C:51]([NH:53][C:54](=[S:55])[NH:1][C:2]2[CH:28]=[CH:27][C:5]([O:6][C:7]3[CH:12]=[CH:11][N:10]=[C:9]([NH:13][C:14]([N:16]4[CH2:21][CH2:20][N:19]([CH:22]5[CH2:23][N:24]([CH3:26])[CH2:25]5)[CH2:18][CH2:17]4)=[O:15])[CH:8]=3)=[CH:4][CH:3]=2)=[O:52])[CH:49]=[CH:48][CH:47]=[CH:46][CH:45]=1, predict the reactants needed to synthesize it. The reactants are: [NH2:1][C:2]1[CH:28]=[CH:27][C:5]([O:6][C:7]2[CH:12]=[CH:11][N:10]=[C:9]([NH:13][C:14]([N:16]3[CH2:21][CH2:20][N:19]([CH:22]4[CH2:25][N:24]([CH3:26])[CH2:23]4)[CH2:18][CH2:17]3)=[O:15])[CH:8]=2)=[CH:4][CH:3]=1.[C@]12(CS(O)(=O)=O)C(C)(C)C(CC1)CC2=O.[C:44]1([CH2:50][C:51]([N:53]=[C:54]=[S:55])=[O:52])[CH:49]=[CH:48][CH:47]=[CH:46][CH:45]=1.C(=O)([O-])O.[Na+]. (2) Given the product [CH2:1]([O:8][C:9]1[CH:10]=[C:11]([CH:30]=[CH:31][CH:32]=1)[CH2:12][O:13][C:14]1[C:19]2[CH:20]=[C:21]([C:23]3[N:39]=[C:37]4[N:36]([CH:24]=3)[N:35]=[C:34]([Br:33])[S:38]4)[O:22][C:18]=2[C:17]([Cl:27])=[C:16]([O:28][CH3:29])[CH:15]=1)[C:2]1[CH:7]=[CH:6][CH:5]=[CH:4][CH:3]=1, predict the reactants needed to synthesize it. The reactants are: [CH2:1]([O:8][C:9]1[CH:10]=[C:11]([CH:30]=[CH:31][CH:32]=1)[CH2:12][O:13][C:14]1[C:19]2[CH:20]=[C:21]([C:23](=O)[CH2:24]Br)[O:22][C:18]=2[C:17]([Cl:27])=[C:16]([O:28][CH3:29])[CH:15]=1)[C:2]1[CH:7]=[CH:6][CH:5]=[CH:4][CH:3]=1.[Br:33][C:34]1[S:38][C:37]([NH2:39])=[N:36][N:35]=1. (3) Given the product [Br:22][C:5]1[C:6](=[O:18])[N:7]([C:8]2[CH:13]=[CH:12][CH:11]=[C:10]([C:14]([F:17])([F:16])[F:15])[CH:9]=2)[C:2]([CH3:1])=[CH:3][N:4]=1, predict the reactants needed to synthesize it. The reactants are: [CH3:1][C:2]1[N:7]([C:8]2[CH:13]=[CH:12][CH:11]=[C:10]([C:14]([F:17])([F:16])[F:15])[CH:9]=2)[C:6](=[O:18])[C:5](=O)[NH:4][CH:3]=1.P(Br)(Br)([Br:22])=O.C([O-])(O)=O.[Na+]. (4) Given the product [I:2][C:3]1[N:8]=[N:7][C:6]([NH:9][C:20](=[O:21])[CH2:19][C:15]2[CH:16]=[CH:17][CH:18]=[C:13]([O:12][C:11]([F:23])([F:10])[F:24])[CH:14]=2)=[CH:5][CH:4]=1, predict the reactants needed to synthesize it. The reactants are: I.[I:2][C:3]1[N:8]=[N:7][C:6]([NH2:9])=[CH:5][CH:4]=1.[F:10][C:11]([F:24])([F:23])[O:12][C:13]1[CH:14]=[C:15]([CH2:19][C:20](O)=[O:21])[CH:16]=[CH:17][CH:18]=1.CCCP(=O)=O.CCN(C(C)C)C(C)C. (5) Given the product [F:34][C:25]1[CH:24]=[C:23]([C:22]2[N:8]([C:4]3[CH:3]=[N:2][CH:7]=[CH:6][CH:5]=3)[N:9]=[C:20]([C:35]([OH:37])=[O:36])[CH:21]=2)[CH:28]=[C:27]([O:29][CH:30]([F:32])[F:31])[CH:26]=1, predict the reactants needed to synthesize it. The reactants are: Cl.[N:2]1[CH:7]=[CH:6][CH:5]=[C:4]([NH:8][NH2:9])[CH:3]=1.ClC1C=C(N2[C:22]([C:23]3[CH:28]=[C:27]([O:29][C:30](F)([F:32])[F:31])[CH:26]=[C:25]([F:34])[CH:24]=3)=[CH:21][C:20]([C:35]([OH:37])=[O:36])=N2)C=CC=1F. (6) Given the product [ClH:1].[NH2:23][C:24]1[CH:29]=[C:28]([C:21]2[C:15]3[S:14][C:13]([C:11]([NH:10][C@@H:4]4[CH:5]5[CH2:8][CH2:9][N:2]([CH2:7][CH2:6]5)[CH2:3]4)=[O:12])=[CH:17][C:16]=3[CH:18]=[CH:19][CH:20]=2)[CH:27]=[CH:26][CH:25]=1, predict the reactants needed to synthesize it. The reactants are: [ClH:1].[N:2]12[CH2:9][CH2:8][CH:5]([CH2:6][CH2:7]1)[C@@H:4]([NH:10][C:11]([C:13]1[S:14][C:15]3[C:21](Br)=[CH:20][CH:19]=[CH:18][C:16]=3[CH:17]=1)=[O:12])[CH2:3]2.[NH2:23][C:24]1[CH:25]=[C:26](B(O)O)[CH:27]=[CH:28][CH:29]=1.C(=O)([O-])[O-].[Na+].[Na+]. (7) Given the product [C:1]([O:4][C@@H:5]1[C@@H:10]([O:11][C:12](=[O:14])[CH3:13])[C@H:9]([O:15][C:16](=[O:18])[CH3:17])[C@@H:8]([CH2:19][O:20][C:21](=[O:23])[CH3:22])[O:7][C@H:6]1[C:24]1[CH:29]=[CH:28][C:27]([CH3:30])=[C:26]([CH2:31][C:32]2[S:33][CH:34]=[CH:35][CH:36]=2)[CH:25]=1)(=[O:3])[CH3:2], predict the reactants needed to synthesize it. The reactants are: [C:1]([O:4][C@@H:5]1[C@@H:10]([O:11][C:12](=[O:14])[CH3:13])[C@H:9]([O:15][C:16](=[O:18])[CH3:17])[C@@H:8]([CH2:19][O:20][C:21](=[O:23])[CH3:22])[O:7][C@H:6]1[C:24]1[CH:29]=[CH:28][C:27]([CH3:30])=[C:26]([CH2:31][C:32]2[S:33][C:34](Cl)=[CH:35][CH:36]=2)[CH:25]=1)(=[O:3])[CH3:2].C(N(CC)CC)C. (8) Given the product [ClH:47].[F:57][CH2:42][O:43][C:44]1[CH:45]=[CH:34][CH:33]=[CH:32][C:39]=1[CH2:38][N:9]([CH2:8][CH:7]([C:1]1[CH:2]=[CH:3][CH:4]=[CH:5][CH:6]=1)[C:25]1[CH:26]=[CH:27][CH:28]=[CH:29][CH:30]=1)[CH2:10][CH2:11][C@@H:12]([CH3:24])[O:13][C:14]1[CH:15]=[C:16]([CH2:20][C:21]([OH:23])=[O:22])[CH:17]=[CH:18][CH:19]=1, predict the reactants needed to synthesize it. The reactants are: [C:1]1([CH:7]([C:25]2[CH:30]=[CH:29][CH:28]=[CH:27][CH:26]=2)[CH2:8][NH:9][CH2:10][CH2:11][C@@H:12]([CH3:24])[O:13][C:14]2[CH:15]=[C:16]([CH2:20][C:21]([OH:23])=[O:22])[CH:17]=[CH:18][CH:19]=2)[CH:6]=[CH:5][CH:4]=[CH:3][CH:2]=1.F[C:32]1[CH:39]=[C:38](OC)C=C[C:33]=1[CH:34]=O.[CH3:42][O:43][C:44](=O)[CH3:45].[Cl:47]C1C(C(F)(F)[F:57])=CC=CC=1C=O.Cl.CCOCC.